The task is: Predict the reactants needed to synthesize the given product.. This data is from Full USPTO retrosynthesis dataset with 1.9M reactions from patents (1976-2016). Given the product [CH3:28][O:27][C:24]1[CH:25]=[C:26]2[C:21]([CH:20]=[CH:19][CH:18]=[C:17]2[CH2:16][N:7]2[C:8]3[C:13](=[CH:12][CH:11]=[CH:10][CH:9]=3)[CH:14]=[C:6]2[C:4]([OH:3])=[O:5])=[CH:22][CH:23]=1, predict the reactants needed to synthesize it. The reactants are: C([O:3][C:4]([C:6]1[NH:7][C:8]2[C:13]([CH:14]=1)=[CH:12][CH:11]=[CH:10][CH:9]=2)=[O:5])C.Cl[CH2:16][C:17]1[C:26]2[C:21](=[CH:22][CH:23]=[C:24]([O:27][CH3:28])[CH:25]=2)[CH:20]=[CH:19][CH:18]=1.